Task: Predict the reaction yield, written as a fraction of the theoretical maximum amount of product (1.0 means a 100% yield; for example, 0.34 means a 34% yield).. Dataset: Reaction yield outcomes from USPTO patents with 853,638 reactions (1) The reactants are [CH2:1](/[C:3](/[CH:10]([OH:12])[CH3:11])=[C:4](/[CH2:8][CH3:9])\[C:5]([NH2:7])=[O:6])[CH3:2].N1C=CC=CC=1.C1COCC1.[Cl:24][CH2:25][C:26](Cl)=[O:27]. The catalyst is CN(C1C=CN=CC=1)C.C1(C)C=CC=CC=1. The product is [CH2:1](/[C:3](/[CH:10]([O:12][C:26](=[O:27])[CH2:25][Cl:24])[CH3:11])=[C:4](/[CH2:8][CH3:9])\[C:5]([NH2:7])=[O:6])[CH3:2]. The yield is 0.980. (2) The reactants are Cl.[N:2]12[CH2:9][CH2:8][CH:5]([CH2:6][CH2:7]1)[C@@H:4]([OH:10])[CH2:3]2. The catalyst is [OH-].[Na+]. The product is [N:2]12[CH2:9][CH2:8][CH:5]([CH2:6][CH2:7]1)[C@@H:4]([OH:10])[CH2:3]2. The yield is 0.990. (3) The reactants are [CH:1]1([N:7]([CH2:16][CH2:17][CH2:18][CH2:19][CH2:20][CH2:21][OH:22])[C:8](=[O:15])[C:9]2[CH:14]=[CH:13][CH:12]=[CH:11][CH:10]=2)[CH2:6][CH2:5][CH2:4][CH2:3][CH2:2]1.CC(OI1(OC(C)=O)(OC(C)=O)OC(=O)C2C=CC=CC1=2)=O. The catalyst is C(Cl)Cl. The product is [CH:1]1([N:7]([CH2:16][CH2:17][CH2:18][CH2:19][CH2:20][CH:21]=[O:22])[C:8](=[O:15])[C:9]2[CH:14]=[CH:13][CH:12]=[CH:11][CH:10]=2)[CH2:2][CH2:3][CH2:4][CH2:5][CH2:6]1. The yield is 0.800. (4) The reactants are [CH3:1][NH:2][CH2:3][C:4]1[N:5]([CH3:13])[C:6]2[C:11]([CH:12]=1)=[CH:10][CH:9]=[CH:8][CH:7]=2.CNCC1C=CC2C(=CC=CC=2)C=1CCC.[ClH:30].[O:31]=[C:32]1[C@H:41]2[N:37]([CH2:38][CH2:39][CH2:40]2)[CH2:36][C:35]2[CH:42]=[C:43](/[CH:46]=[CH:47]/[C:48](O)=[O:49])[CH:44]=[N:45][C:34]=2[NH:33]1.Cl.CN1CC2C=C(/C=C/C(O)=O)C=NC=2NC(=O)C1. The catalyst is CO. The product is [ClH:30].[CH3:1][N:2]([CH2:3][C:4]1[N:5]([CH3:13])[C:6]2[C:11]([CH:12]=1)=[CH:10][CH:9]=[CH:8][CH:7]=2)[C:48](=[O:49])/[CH:47]=[CH:46]/[C:43]1[CH:44]=[N:45][C:34]2[NH:33][C:32](=[O:31])[C@H:41]3[N:37]([CH2:38][CH2:39][CH2:40]3)[CH2:36][C:35]=2[CH:42]=1. The yield is 0.230. (5) The reactants are [Br:1][C:2]1[CH:7]=[C:6]([N+:8]([O-:10])=[O:9])[CH:5]=[CH:4][C:3]=1F.[OH:12][C:13]1[CH:20]=[CH:19][C:16]([C:17]#[N:18])=[CH:15][CH:14]=1.C(=O)([O-])[O-].[Cs+].[Cs+]. The catalyst is CS(C)=O. The product is [Br:1][C:2]1[CH:7]=[C:6]([N+:8]([O-:10])=[O:9])[CH:5]=[CH:4][C:3]=1[O:12][C:13]1[CH:20]=[CH:19][C:16]([C:17]#[N:18])=[CH:15][CH:14]=1. The yield is 1.10. (6) The reactants are [C:1]([O:7][C:8]1[C:9]([CH3:18])=[C:10]2[N:15]([CH:16]=1)[N:14]=[CH:13][NH:12][C:11]2=O)(=[O:6])[C:2]([CH3:5])([CH3:4])[CH3:3].P(Cl)(Cl)([Cl:21])=O.CCN(C(C)C)C(C)C.C1(C)C=CC=CC=1. The catalyst is C(OCC)(=O)C.O. The product is [C:1]([O:7][C:8]1[C:9]([CH3:18])=[C:10]2[N:15]([CH:16]=1)[N:14]=[CH:13][N:12]=[C:11]2[Cl:21])(=[O:6])[C:2]([CH3:5])([CH3:4])[CH3:3]. The yield is 0.780. (7) The reactants are [Br:1][C:2]1[CH:10]=[C:6]([C:7]([OH:9])=O)[C:5]([OH:11])=[CH:4][CH:3]=1.[F:12][C:13]([F:26])([F:25])[C:14]1[CH:20]=[CH:19][C:18]([C:21]([F:24])([F:23])[F:22])=[CH:17][C:15]=1[NH2:16]. No catalyst specified. The product is [F:12][C:13]([F:25])([F:26])[C:14]1[CH:20]=[CH:19][C:18]([C:21]([F:23])([F:24])[F:22])=[CH:17][C:15]=1[NH:16][C:7](=[O:9])[C:6]1[CH:10]=[C:2]([Br:1])[CH:3]=[CH:4][C:5]=1[OH:11]. The yield is 0.240.